The task is: Regression. Given two drug SMILES strings and cell line genomic features, predict the synergy score measuring deviation from expected non-interaction effect.. This data is from NCI-60 drug combinations with 297,098 pairs across 59 cell lines. (1) Drug 1: CCCCC(=O)OCC(=O)C1(CC(C2=C(C1)C(=C3C(=C2O)C(=O)C4=C(C3=O)C=CC=C4OC)O)OC5CC(C(C(O5)C)O)NC(=O)C(F)(F)F)O. Drug 2: CC(C)(C#N)C1=CC(=CC(=C1)CN2C=NC=N2)C(C)(C)C#N. Cell line: ACHN. Synergy scores: CSS=51.1, Synergy_ZIP=4.38, Synergy_Bliss=2.65, Synergy_Loewe=-0.236, Synergy_HSA=0.574. (2) Drug 1: CCCS(=O)(=O)NC1=C(C(=C(C=C1)F)C(=O)C2=CNC3=C2C=C(C=N3)C4=CC=C(C=C4)Cl)F. Drug 2: C#CCC(CC1=CN=C2C(=N1)C(=NC(=N2)N)N)C3=CC=C(C=C3)C(=O)NC(CCC(=O)O)C(=O)O. Cell line: HCC-2998. Synergy scores: CSS=-15.3, Synergy_ZIP=6.56, Synergy_Bliss=-4.23, Synergy_Loewe=-15.3, Synergy_HSA=-16.4. (3) Synergy scores: CSS=6.52, Synergy_ZIP=-6.58, Synergy_Bliss=-10.8, Synergy_Loewe=-53.1, Synergy_HSA=-9.96. Cell line: EKVX. Drug 2: CC12CCC3C(C1CCC2OP(=O)(O)O)CCC4=C3C=CC(=C4)OC(=O)N(CCCl)CCCl.[Na+]. Drug 1: CN1CCC(CC1)COC2=C(C=C3C(=C2)N=CN=C3NC4=C(C=C(C=C4)Br)F)OC. (4) Drug 1: CC1=C(C=C(C=C1)NC(=O)C2=CC=C(C=C2)CN3CCN(CC3)C)NC4=NC=CC(=N4)C5=CN=CC=C5. Drug 2: CC(C)(C#N)C1=CC(=CC(=C1)CN2C=NC=N2)C(C)(C)C#N. Cell line: HT29. Synergy scores: CSS=0.422, Synergy_ZIP=5.72, Synergy_Bliss=6.82, Synergy_Loewe=-1.20, Synergy_HSA=-3.22. (5) Drug 1: CN1CCC(CC1)COC2=C(C=C3C(=C2)N=CN=C3NC4=C(C=C(C=C4)Br)F)OC. Drug 2: C1=C(C(=O)NC(=O)N1)N(CCCl)CCCl. Cell line: UACC-257. Synergy scores: CSS=1.44, Synergy_ZIP=-4.00, Synergy_Bliss=-1.78, Synergy_Loewe=-3.24, Synergy_HSA=-2.50. (6) Cell line: NCI-H460. Drug 1: COCCOC1=C(C=C2C(=C1)C(=NC=N2)NC3=CC=CC(=C3)C#C)OCCOC. Synergy scores: CSS=76.3, Synergy_ZIP=1.84, Synergy_Bliss=2.21, Synergy_Loewe=3.14, Synergy_HSA=5.35. Drug 2: B(C(CC(C)C)NC(=O)C(CC1=CC=CC=C1)NC(=O)C2=NC=CN=C2)(O)O. (7) Drug 1: CCN(CC)CCNC(=O)C1=C(NC(=C1C)C=C2C3=C(C=CC(=C3)F)NC2=O)C. Drug 2: COCCOC1=C(C=C2C(=C1)C(=NC=N2)NC3=CC=CC(=C3)C#C)OCCOC.Cl. Cell line: SN12C. Synergy scores: CSS=6.68, Synergy_ZIP=-0.891, Synergy_Bliss=3.91, Synergy_Loewe=-4.72, Synergy_HSA=-3.48. (8) Drug 1: CC1=C(C=C(C=C1)C(=O)NC2=CC(=CC(=C2)C(F)(F)F)N3C=C(N=C3)C)NC4=NC=CC(=N4)C5=CN=CC=C5. Drug 2: COC1=NC(=NC2=C1N=CN2C3C(C(C(O3)CO)O)O)N. Cell line: U251. Synergy scores: CSS=-2.69, Synergy_ZIP=-0.486, Synergy_Bliss=-7.03, Synergy_Loewe=-6.46, Synergy_HSA=-8.65.